From a dataset of Full USPTO retrosynthesis dataset with 1.9M reactions from patents (1976-2016). Predict the reactants needed to synthesize the given product. (1) Given the product [CH3:19][O:18][CH2:17][CH2:16][O:15][CH2:14][O:13][C:12]1[C:11]([C:20]([CH3:22])([CH3:21])[CH3:23])=[CH:10][C:7]([CH:8]=[N+:28]([C:24]([CH3:27])([CH3:26])[CH3:25])[O-:29])=[CH:6][C:5]=1[C:1]([CH3:3])([CH3:2])[CH3:4], predict the reactants needed to synthesize it. The reactants are: [C:1]([C:5]1[CH:6]=[C:7]([CH:10]=[C:11]([C:20]([CH3:23])([CH3:22])[CH3:21])[C:12]=1[O:13][CH2:14][O:15][CH2:16][CH2:17][O:18][CH3:19])[CH:8]=O)([CH3:4])([CH3:3])[CH3:2].[C:24]([NH:28][OH:29])([CH3:27])([CH3:26])[CH3:25]. (2) Given the product [CH3:1][O:2][C:3]1[N:8]2[N:9]=[C:10]([C:12]([F:14])([F:15])[F:13])[CH:11]=[C:7]2[C:6]([CH:16]([C:24]2[CH:29]=[CH:28][CH:27]=[CH:26][CH:25]=2)[CH2:17][C:18]2[CH:23]=[CH:22][N+:21]([O-:38])=[CH:20][CH:19]=2)=[CH:5][CH:4]=1, predict the reactants needed to synthesize it. The reactants are: [CH3:1][O:2][C:3]1[N:8]2[N:9]=[C:10]([C:12]([F:15])([F:14])[F:13])[CH:11]=[C:7]2[C:6]([CH:16]([C:24]2[CH:29]=[CH:28][CH:27]=[CH:26][CH:25]=2)[CH2:17][C:18]2[CH:23]=[CH:22][N:21]=[CH:20][CH:19]=2)=[CH:5][CH:4]=1.C1C=C(Cl)C=C(C(OO)=[O:38])C=1.C(=O)([O-])O.[Na+]. (3) Given the product [CH3:1][C:2]1[CH:3]=[C:4]([CH3:12])[C:5]2[O:9][C:8]([N:17]3[CH2:18][CH2:19][CH2:20][N:14]([CH3:13])[CH2:15][CH2:16]3)=[N:7][C:6]=2[CH:11]=1, predict the reactants needed to synthesize it. The reactants are: [CH3:1][C:2]1[CH:3]=[C:4]([CH3:12])[C:5]2[O:9][C:8](S)=[N:7][C:6]=2[CH:11]=1.[CH3:13][N:14]1[CH2:20][CH2:19][CH2:18][NH:17][CH2:16][CH2:15]1. (4) Given the product [CH2:1]([N:8]1[C:20]2[C:11](=[C:12]3[C:17](=[C:18]4[CH:24]=[C:23]([F:25])[CH:22]=[CH:21][C:19]4=2)[C:16](=[O:26])[N:15]([CH2:27][O:28][CH2:29][CH2:30][Si:31]([CH3:34])([CH3:33])[CH3:32])[CH:14]=[CH:13]3)[N:10]=[C:9]1[O:45][CH2:44][CH2:43][CH2:42][N:36]1[CH2:41][CH2:40][CH2:39][CH2:38][CH2:37]1)[C:2]1[CH:7]=[CH:6][CH:5]=[CH:4][CH:3]=1, predict the reactants needed to synthesize it. The reactants are: [CH2:1]([N:8]1[C:20]2[C:11](=[C:12]3[C:17](=[C:18]4[CH:24]=[C:23]([F:25])[CH:22]=[CH:21][C:19]4=2)[C:16](=[O:26])[N:15]([CH2:27][O:28][CH2:29][CH2:30][Si:31]([CH3:34])([CH3:33])[CH3:32])[CH:14]=[CH:13]3)[N:10]=[C:9]1Cl)[C:2]1[CH:7]=[CH:6][CH:5]=[CH:4][CH:3]=1.[N:36]1([CH2:42][CH2:43][CH2:44][OH:45])[CH2:41][CH2:40][CH2:39][CH2:38][CH2:37]1.[H-].[Na+].CN(C)C=O. (5) Given the product [Br:1][C:6]1[CH:7]=[C:8]([CH:12]=[CH:13][C:5]=1[CH2:3][CH3:4])[C:9]([OH:11])=[O:10], predict the reactants needed to synthesize it. The reactants are: [Br:1]Br.[CH2:3]([C:5]1[CH:13]=[CH:12][C:8]([C:9]([OH:11])=[O:10])=[CH:7][CH:6]=1)[CH3:4]. (6) Given the product [C:1]([C:3]1([NH:6][C:7]([C@@H:9]2[CH2:13][C@@H:12]([S:14]([C:17]3[CH:18]=[CH:19][C:20]([CH3:21])=[CH:22][CH:23]=3)(=[O:16])=[O:15])[CH2:11][N:10]2[C:34]([C:31]2([N:25]3[CH2:30][CH2:29][CH2:28][CH2:27][CH2:26]3)[CH2:32][CH2:33]2)=[O:35])=[O:8])[CH2:5][CH2:4]1)#[N:2], predict the reactants needed to synthesize it. The reactants are: [C:1]([C:3]1([NH:6][C:7]([C@@H:9]2[CH2:13][C@@H:12]([S:14]([C:17]3[CH:23]=[CH:22][C:20]([CH3:21])=[CH:19][CH:18]=3)(=[O:16])=[O:15])[CH2:11][NH:10]2)=[O:8])[CH2:5][CH2:4]1)#[N:2].Cl.[N:25]1([C:31]2([C:34](O)=[O:35])[CH2:33][CH2:32]2)[CH2:30][CH2:29][CH2:28][CH2:27][CH2:26]1.